Dataset: Forward reaction prediction with 1.9M reactions from USPTO patents (1976-2016). Task: Predict the product of the given reaction. (1) Given the reactants [CH2:1]([CH:8]1[CH2:13][NH:12][CH2:11][C@@H:10]([NH:14]C(=O)OC(C)(C)C)[CH2:9]1)[C:2]1[CH:7]=[CH:6][CH:5]=[CH:4][CH:3]=1.Cl, predict the reaction product. The product is: [CH2:1]([CH:8]1[CH2:13][NH:12][CH2:11][C@@H:10]([NH2:14])[CH2:9]1)[C:2]1[CH:3]=[CH:4][CH:5]=[CH:6][CH:7]=1. (2) Given the reactants [C:1]([C:3](=[C:5]1[C:11]2[CH:12]=[CH:13][C:14]([C:16](OCCC)=[O:17])=[CH:15][C:10]=2[CH2:9][O:8][C:7]2[CH:22]=[C:23]([F:26])[CH:24]=[CH:25][C:6]1=2)[CH3:4])#[N:2].[BH4-].[Li+].Cl, predict the reaction product. The product is: [F:26][C:23]1[CH:24]=[CH:25][C:6]2=[C:7]([CH:22]=1)[O:8][CH2:9][C:10]1[CH:15]=[C:14]([CH2:16][OH:17])[CH:13]=[CH:12][C:11]=1/[C:5]/2=[C:3](/[CH3:4])\[C:1]#[N:2]. (3) Given the reactants [CH:1]12[CH2:10][CH:5]3[CH2:6][CH:7]([CH2:9][CH:3]([CH2:4]3)[C:2]1=[S:11])[CH2:8]2.[C-:12]#[N:13].[Na+], predict the reaction product. The product is: [SH:11][C:2]1([C:12]#[N:13])[CH:3]2[CH2:9][CH:7]3[CH2:6][CH:5]([CH2:10][CH:1]1[CH2:8]3)[CH2:4]2.